From a dataset of Reaction yield outcomes from USPTO patents with 853,638 reactions. Predict the reaction yield, written as a fraction of the theoretical maximum amount of product (1.0 means a 100% yield; for example, 0.34 means a 34% yield). (1) The reactants are [CH3:1][C:2]1[CH:7]=[CH:6][C:5]([C:8]2[CH:13]=[C:12]([N+:14]([O-:16])=[O:15])[CH:11]=[C:10]([C:17]([OH:19])=[O:18])[CH:9]=2)=[CH:4][CH:3]=1.O=S(Cl)Cl.[CH3:24]O. No catalyst specified. The product is [CH3:24][O:18][C:17]([C:10]1[CH:9]=[C:8]([C:5]2[CH:6]=[CH:7][C:2]([CH3:1])=[CH:3][CH:4]=2)[CH:13]=[C:12]([N+:14]([O-:16])=[O:15])[CH:11]=1)=[O:19]. The yield is 0.920. (2) The reactants are C(OC(=O)[NH:7][CH:8]1[CH2:13][CH2:12][N:11]([CH2:14][CH2:15][N:16]2[C:21](=[O:22])[CH2:20][O:19][C:18]3[CH:23]=[CH:24][C:25]([Br:27])=[N:26][C:17]2=3)[CH2:10][CH2:9]1)(C)(C)C.NC1CCN(CCN2C3C(=CC=C(C#N)C=3)C=CC2=O)CC1. No catalyst specified. The product is [NH2:7][CH:8]1[CH2:13][CH2:12][N:11]([CH2:14][CH2:15][N:16]2[C:21](=[O:22])[CH2:20][O:19][C:18]3[CH:23]=[CH:24][C:25]([Br:27])=[N:26][C:17]2=3)[CH2:10][CH2:9]1. The yield is 1.00. (3) The reactants are [Br:1][C:2]1[C:3]([F:12])=[C:4]2[C:10]([NH2:11])=[CH:9][NH:8][C:5]2=[N:6][CH:7]=1.[N:13]1[CH:18]=[CH:17][N:16]=[CH:15][C:14]=1[C:19](O)=[O:20].C1N(P(Cl)(N2C(=O)OCC2)=O)C(=O)OC1.C(N(CC)CC)C.[Li+].[OH-]. The catalyst is C(Cl)Cl.O. The product is [Br:1][C:2]1[C:3]([F:12])=[C:4]2[C:10]([NH:11][C:19]([C:14]3[CH:15]=[N:16][CH:17]=[CH:18][N:13]=3)=[O:20])=[CH:9][NH:8][C:5]2=[N:6][CH:7]=1. The yield is 0.610. (4) The catalyst is C(Cl)Cl.CCC[N+](CCC)(CCC)CCC.[O-][Ru](=O)(=O)=O. The yield is 0.420. The reactants are [O:1]1[CH2:6][CH2:5][CH2:4][CH2:3][CH:2]1[O:7][CH2:8][C:9]1[N:14]=[CH:13][C:12]([CH2:15][OH:16])=[CH:11][CH:10]=1.C[N+]1([O-])CCOCC1. The product is [O:1]1[CH2:6][CH2:5][CH2:4][CH2:3][CH:2]1[O:7][CH2:8][C:9]1[CH:10]=[CH:11][C:12]([CH:15]=[O:16])=[CH:13][N:14]=1. (5) The reactants are B(F)(F)F.CCOCC.[OH:10][C:11]1[C:20]([CH3:21])=[C:19]2[C:14]([CH:15]=[C:16]([NH:23][C:24](=[O:33])[O:25][CH2:26][C:27]3[CH:32]=[CH:31][CH:30]=[CH:29][CH:28]=3)[C:17](=[O:22])[O:18]2)=[CH:13][C:12]=1[O:34][CH2:35][CH2:36][CH3:37].ClC(Cl)(Cl)C(=N)O[C@H:42]1[C@@H:47]2[O:48][C:49](=[O:51])[O:50][C@@H:46]2[C@@H:45]([O:52][CH3:53])[C:44]([CH3:55])([CH3:54])[O:43]1.C(N(CC)CC)C. The catalyst is C(Cl)Cl. The product is [CH3:53][O:52][C@H:45]1[C:44]([CH3:55])([CH3:54])[O:43][C@@H:42]([O:10][C:11]2[C:20]([CH3:21])=[C:19]3[C:14]([CH:15]=[C:16]([NH:23][C:24](=[O:33])[O:25][CH2:26][C:27]4[CH:32]=[CH:31][CH:30]=[CH:29][CH:28]=4)[C:17](=[O:22])[O:18]3)=[CH:13][C:12]=2[O:34][CH2:35][CH2:36][CH3:37])[C@@H:47]2[O:48][C:49](=[O:51])[O:50][C@H:46]12. The yield is 0.950. (6) The reactants are [Cl:1]C(OC(Cl)C)=O.C([N:15]1[CH2:20][CH2:19][C:18]([F:22])([F:21])[CH2:17][CH2:16]1)C1C=CC=CC=1. The catalyst is ClCCl. The product is [ClH:1].[F:21][C:18]1([F:22])[CH2:19][CH2:20][NH:15][CH2:16][CH2:17]1. The yield is 0.870. (7) The reactants are [Cl:1][C:2]1[C:3]([NH:28][C:29]2[CH:38]=[CH:37][CH:36]=[CH:35][C:30]=2[C:31]([NH:33][CH3:34])=[O:32])=[N:4][C:5]([NH:8][C:9]2[CH:27]=[CH:26][C:12]3[N:13](C(=O)C(F)(F)F)[CH2:14][CH2:15][C:16](=[O:19])[NH:17][CH2:18][C:11]=3[CH:10]=2)=[N:6][CH:7]=1. The catalyst is CCO. The product is [Cl:1][C:2]1[C:3]([NH:28][C:29]2[CH:38]=[CH:37][CH:36]=[CH:35][C:30]=2[C:31]([NH:33][CH3:34])=[O:32])=[N:4][C:5]([NH:8][C:9]2[CH:27]=[CH:26][C:12]3[NH:13][CH2:14][CH2:15][C:16](=[O:19])[NH:17][CH2:18][C:11]=3[CH:10]=2)=[N:6][CH:7]=1. The yield is 0.260.